This data is from Forward reaction prediction with 1.9M reactions from USPTO patents (1976-2016). The task is: Predict the product of the given reaction. (1) Given the reactants [C:1](Cl)(=[O:5])[CH2:2][CH2:3][CH3:4].[Cl-].[Cl-].[Cl-].[Al+3].[C:11]1([C:21]2[N:25]3[CH:26]=[CH:27][CH:28]=[CH:29][C:24]3=[CH:23][N:22]=2)[C:20]2[C:15](=[CH:16][CH:17]=[CH:18][CH:19]=2)[CH:14]=[CH:13][CH:12]=1, predict the reaction product. The product is: [C:11]1([C:21]2[N:25]3[CH:26]=[CH:27][CH:28]=[CH:29][C:24]3=[C:23]([C:1](=[O:5])[CH2:2][CH2:3][CH3:4])[N:22]=2)[C:20]2[C:15](=[CH:16][CH:17]=[CH:18][CH:19]=2)[CH:14]=[CH:13][CH:12]=1. (2) Given the reactants [Br:1][C:2]1[S:3][CH:4]=[CH:5][C:6]=1[CH:7](O)[CH2:8][N+:9]([O-:11])=[O:10].CCN(CC)CC.CS(Cl)(=O)=O, predict the reaction product. The product is: [Br:1][C:2]1[S:3][CH:4]=[CH:5][C:6]=1/[CH:7]=[CH:8]/[N+:9]([O-:11])=[O:10]. (3) Given the reactants [C:1]([NH:11][C@H:12]([C:16]([O:18][CH:19]([CH3:32])[C:20]([O:22]CC1C=CC(OC)=CC=1)=[O:21])=[O:17])[CH:13]([CH3:15])[CH3:14])([O:3][CH2:4][C:5]1[CH:10]=[CH:9][CH:8]=[CH:7][CH:6]=1)=[O:2].FC(F)(F)C(O)=O.C1CCC(N=C=NC2CCCCC2)CC1.CN(C1C=CN=CC=1)C, predict the reaction product. The product is: [C:1]([NH:11][C@H:12]([C:16]([O:18][CH:19]([CH3:32])[C:20]([OH:22])=[O:21])=[O:17])[CH:13]([CH3:14])[CH3:15])([O:3][CH2:4][C:5]1[CH:10]=[CH:9][CH:8]=[CH:7][CH:6]=1)=[O:2]. (4) Given the reactants [NH:1]1[CH2:7][CH2:6][CH2:5][CH2:4][CH:3]([CH2:8][NH:9][C:10]([C:12]2[S:16][C:15]([C:17]3[CH:22]=[CH:21][C:20]([Cl:23])=[CH:19][CH:18]=3)=[N:14][C:13]=2[CH3:24])=[O:11])[CH2:2]1.[CH3:25][O:26][C:27]([C:29]1[CH:30]=[C:31](OB(O)O)[CH:32]=[CH:33][CH:34]=1)=[O:28], predict the reaction product. The product is: [Cl:23][C:20]1[CH:21]=[CH:22][C:17]([C:15]2[S:16][C:12]([C:10]([NH:9][CH2:8][CH:3]3[CH2:4][CH2:5][CH2:6][CH2:7][N:1]([C:33]4[CH:34]=[C:29]([CH:30]=[CH:31][CH:32]=4)[C:27]([O:26][CH3:25])=[O:28])[CH2:2]3)=[O:11])=[C:13]([CH3:24])[N:14]=2)=[CH:18][CH:19]=1. (5) Given the reactants C(N(CC)C(C1C=C(C2C=NN(CCCO)C=2)C=CC=1NC1C(C(F)(F)F)=CN=C(NC2C=CC(CP(=O)(O)OCC)=CC=2OC)N=1)=O)C.[F:50][C:51]1[CH:52]=[C:53]([CH:63]=[CH:64][C:65]=1[NH:66][C:67]1[N:72]=[C:71]([NH:73][C:74]2[C:75]([C:89](=[O:92])[NH:90][CH3:91])=[N:76][C:77]([C:80]3[CH:81]=[N:82][N:83]([CH2:85][CH2:86][CH2:87][OH:88])[CH:84]=3)=[CH:78][CH:79]=2)[C:70]([C:93]([F:96])([F:95])[F:94])=[CH:69][N:68]=1)[CH2:54][P:55](=[O:62])([O:59]CC)[O:56][CH2:57][CH3:58], predict the reaction product. The product is: [F:50][C:51]1[CH:52]=[C:53]([CH:63]=[CH:64][C:65]=1[NH:66][C:67]1[N:72]=[C:71]([NH:73][C:74]2[C:75]([C:89](=[O:92])[NH:90][CH3:91])=[N:76][C:77]([C:80]3[CH:81]=[N:82][N:83]([CH2:85][CH2:86][CH2:87][OH:88])[CH:84]=3)=[CH:78][CH:79]=2)[C:70]([C:93]([F:96])([F:94])[F:95])=[CH:69][N:68]=1)[CH2:54][P:55](=[O:59])([OH:62])[O:56][CH2:57][CH3:58].